From a dataset of Forward reaction prediction with 1.9M reactions from USPTO patents (1976-2016). Predict the product of the given reaction. (1) Given the reactants [F:1][C:2]([F:7])([F:6])[C:3]([OH:5])=[O:4].[CH2:8]([O:12][C:13]1([C:36]2[CH:41]=[CH:40][CH:39]=[CH:38][C:37]=2[CH3:42])[CH2:16][N:15]([C:17](=[O:35])[CH:18]([NH:27]C(=O)OC(C)(C)C)[CH2:19][C:20]2[CH:25]=[CH:24][C:23]([OH:26])=[CH:22][CH:21]=2)[CH2:14]1)[CH2:9][CH2:10][CH3:11], predict the reaction product. The product is: [F:1][C:2]([F:7])([F:6])[C:3]([OH:5])=[O:4].[NH2:27][CH:18]([CH2:19][C:20]1[CH:21]=[CH:22][C:23]([OH:26])=[CH:24][CH:25]=1)[C:17]([N:15]1[CH2:14][C:13]([O:12][CH2:8][CH2:9][CH2:10][CH3:11])([C:36]2[CH:41]=[CH:40][CH:39]=[CH:38][C:37]=2[CH3:42])[CH2:16]1)=[O:35]. (2) Given the reactants [Cl:1][C:2]1[CH:7]=[CH:6][CH:5]=[C:4]([CH:8]=[O:9])[C:3]=1[N:10]1[CH2:15][CH2:14][CH:13]([CH3:16])[CH:12]([NH:17]C(=O)OC)[CH2:11]1.[OH-].[K+], predict the reaction product. The product is: [NH2:17][CH:12]1[CH:13]([CH3:16])[CH2:14][CH2:15][N:10]([C:3]2[C:2]([Cl:1])=[CH:7][CH:6]=[CH:5][C:4]=2[CH:8]=[O:9])[CH2:11]1.